From a dataset of Peptide-MHC class II binding affinity with 134,281 pairs from IEDB. Regression. Given a peptide amino acid sequence and an MHC pseudo amino acid sequence, predict their binding affinity value. This is MHC class II binding data. (1) The peptide sequence is YFLMAYANQIHHVDL. The MHC is DRB1_0404 with pseudo-sequence DRB1_0404. The binding affinity (normalized) is 0.940. (2) The peptide sequence is KKMNISVIMLLVSGWNS. The MHC is HLA-DQA10501-DQB10402 with pseudo-sequence HLA-DQA10501-DQB10402. The binding affinity (normalized) is 0. (3) The peptide sequence is KKPIAVGGLLMMLVSVA. The MHC is DRB4_0103 with pseudo-sequence DRB4_0103. The binding affinity (normalized) is 0.478. (4) The peptide sequence is FVLLLSGQITWRDMA. The MHC is DRB1_0701 with pseudo-sequence DRB1_0701. The binding affinity (normalized) is 0.730. (5) The peptide sequence is CGGTGKNTIVIPKGD. The MHC is DRB1_0401 with pseudo-sequence DRB1_0401. The binding affinity (normalized) is 0.0993. (6) The peptide sequence is IREPTAAAIAYGLDR. The MHC is HLA-DQA10401-DQB10402 with pseudo-sequence HLA-DQA10401-DQB10402. The binding affinity (normalized) is 0.558. (7) The peptide sequence is EAVLEDPYILLVSSK. The MHC is DRB1_1101 with pseudo-sequence DRB1_1101. The binding affinity (normalized) is 0.225. (8) The peptide sequence is PEQPFPKQPEQ. The MHC is HLA-DQA10501-DQB10201 with pseudo-sequence HLA-DQA10501-DQB10201. The binding affinity (normalized) is 0. (9) The peptide sequence is MILAYMEDHLR. The MHC is HLA-DQA10102-DQB10602 with pseudo-sequence HLA-DQA10102-DQB10602. The binding affinity (normalized) is 0.0604. (10) The peptide sequence is AKEKPQEGTVVAVGP. The MHC is DRB1_0401 with pseudo-sequence DRB1_0401. The binding affinity (normalized) is 0.